Regression. Given a peptide amino acid sequence and an MHC pseudo amino acid sequence, predict their binding affinity value. This is MHC class I binding data. From a dataset of Peptide-MHC class I binding affinity with 185,985 pairs from IEDB/IMGT. The peptide sequence is EAEKQLQQY. The MHC is HLA-B51:01 with pseudo-sequence HLA-B51:01. The binding affinity (normalized) is 0.0847.